This data is from Reaction yield outcomes from USPTO patents with 853,638 reactions. The task is: Predict the reaction yield, written as a fraction of the theoretical maximum amount of product (1.0 means a 100% yield; for example, 0.34 means a 34% yield). (1) The reactants are Cl.[Cl:2][C:3]1[C:11]([O:12][CH2:13][CH2:14][CH2:15][NH2:16])=[CH:10][C:9]([I:17])=[C:8]2[C:4]=1[CH2:5][NH:6][C:7]2=[O:18].C(N(CC)CC)C.[CH3:26][S:27](Cl)(=[O:29])=[O:28]. The catalyst is ClCCl. The product is [Cl:2][C:3]1[C:11]([O:12][CH2:13][CH2:14][CH2:15][NH:16][S:27]([CH3:26])(=[O:29])=[O:28])=[CH:10][C:9]([I:17])=[C:8]2[C:4]=1[CH2:5][NH:6][C:7]2=[O:18]. The yield is 0.470. (2) The reactants are [F:1][C:2]1[CH:10]=[CH:9][C:5]([C:6]([OH:8])=O)=[CH:4][C:3]=1[CH3:11].CN(C(ON1N=NC2C=CC=CC1=2)=[N+](C)C)C.[B-](F)(F)(F)F.CN1CCOCC1.[CH:41]1([C:44]2([OH:55])[CH2:47][N:46]([CH2:48][C@H:49]([CH:52]3[CH2:54][CH2:53]3)[NH:50][CH3:51])[CH2:45]2)[CH2:43][CH2:42]1.[OH-].[K+]. The catalyst is C(Cl)Cl. The product is [CH:52]1([C@H:49]([N:50]([CH3:51])[C:6](=[O:8])[C:5]2[CH:9]=[CH:10][C:2]([F:1])=[C:3]([CH3:11])[CH:4]=2)[CH2:48][N:46]2[CH2:45][C:44]([CH:41]3[CH2:42][CH2:43]3)([OH:55])[CH2:47]2)[CH2:53][CH2:54]1. The yield is 0.500. (3) The reactants are Br[C:2]1[CH:3]=[C:4]2[C:9](=[CH:10][CH:11]=1)[N:8]=[C:7]([C:12]1[CH:17]=[CH:16][C:15]([O:18][CH3:19])=[CH:14][CH:13]=1)[C:6]([C:20]1[CH:25]=[CH:24][C:23]([O:26][CH3:27])=[CH:22][CH:21]=1)=[N:5]2.[C:28]([O:32][CH3:33])(=[O:31])[CH:29]=[CH2:30].C1C=CC(P(C2C=CC=CC=2)C2C=CC=CC=2)=CC=1. The catalyst is CN(C=O)C.CCN(CC)CC.CC([O-])=O.CC([O-])=O.[Pd+2]. The product is [CH3:19][O:18][C:15]1[CH:14]=[CH:13][C:12]([C:7]2[C:6]([C:20]3[CH:21]=[CH:22][C:23]([O:26][CH3:27])=[CH:24][CH:25]=3)=[N:5][C:4]3[C:9](=[CH:10][CH:11]=[C:2](/[CH:30]=[CH:29]/[C:28]([O:32][CH3:33])=[O:31])[CH:3]=3)[N:8]=2)=[CH:17][CH:16]=1. The yield is 0.790. (4) The reactants are [NH2:1][CH2:2][C:3]1[CH:8]=[CH:7][C:6]([CH2:9][OH:10])=[CH:5][C:4]=1[CH2:11][OH:12].[CH2:13]1[C:21]2[C:16](=[CH:17][CH:18]=[CH:19][CH:20]=2)[CH2:15][CH:14]1[C@@H:22]([NH:26][C:27]([O:29]C(C)(C)C)=O)[C:23]([OH:25])=O.[CH2:34]([CH:36]([CH2:39][CH3:40])[CH:37]=O)[CH3:35].ClC1C=CC([N+]#[C-])=CC=1. The catalyst is CO. The product is [OH:12][CH2:11][C:4]1[CH:5]=[C:6]([CH2:9][OH:10])[CH:7]=[CH:8][C:3]=1[CH2:2][N:1]1[C@H:37]([CH:36]([CH2:39][CH3:40])[CH2:34][CH3:35])[C:27](=[O:29])[NH:26][C@H:22]([CH:14]2[CH2:13][C:21]3[C:16](=[CH:17][CH:18]=[CH:19][CH:20]=3)[CH2:15]2)[C:23]1=[O:25]. The yield is 0.170. (5) The reactants are [CH3:1][Si](C=[N+]=[N-])(C)C.[N:8]1[C:17]2[C:12](=[CH:13][CH:14]=[CH:15][C:16]=2[C:18]([OH:20])=[O:19])[CH:11]=[CH:10][CH:9]=1.C(O)(=O)C.C([O-])([O-])=O.[Na+].[Na+]. The catalyst is C1(C)C=CC=CC=1.CO. The product is [N:8]1[C:17]2[C:12](=[CH:13][CH:14]=[CH:15][C:16]=2[C:18]([O:20][CH3:1])=[O:19])[CH:11]=[CH:10][CH:9]=1. The yield is 0.800. (6) The reactants are Br[CH:2]([C:4]1[O:5][C:6](=[O:11])[C:7]([CH3:10])([CH3:9])[N:8]=1)[CH3:3].[Cs].[C:13]([OH:20])(=[O:19])[CH2:14][CH2:15][CH2:16][C:17]#[CH:18]. The catalyst is CN(C=O)C. The product is [C:13]([O:20][CH:2]([C:4]1[O:5][C:6](=[O:11])[C:7]([CH3:10])([CH3:9])[N:8]=1)[CH3:3])(=[O:19])[CH2:14][CH2:15][CH2:16][C:17]#[CH:18]. The yield is 0.610. (7) The catalyst is O. The reactants are Cl[C:2]1[C:7]([C:8]#[N:9])=[CH:6][CH:5]=[CH:4][N:3]=1.[SH:10][CH2:11][C:12]([O:14][CH2:15][CH3:16])=[O:13].C(=O)([O-])[O-].[Na+].[Na+].CCO. The yield is 0.932. The product is [NH2:9][C:8]1[C:7]2[C:2](=[N:3][CH:4]=[CH:5][CH:6]=2)[S:10][C:11]=1[C:12]([O:14][CH2:15][CH3:16])=[O:13]. (8) The reactants are [C:1]([O:5][CH:6]([C:11]1[C:12]([C:25]2[CH:30]=[CH:29][CH:28]=[CH:27][CH:26]=2)=[C:13]2[C:20]([CH3:21])=[C:19]([CH3:22])[N:18]([CH2:23][CH3:24])[C:14]2=[N:15][C:16]=1[CH3:17])[C:7]([O:9][CH3:10])=[O:8])([CH3:4])([CH3:3])[CH3:2].[CH3:31][O:32]C1C=CC(B(O)O)=CC=1.C(=O)(O)[O-].[Na+]. The catalyst is CC(N(C)C)=O.O. The product is [C:1]([O:5][CH:6]([C:11]1[C:12]([C:25]2[CH:30]=[CH:29][C:28]([O:32][CH3:31])=[CH:27][CH:26]=2)=[C:13]2[C:20]([CH3:21])=[C:19]([CH3:22])[N:18]([CH2:23][CH3:24])[C:14]2=[N:15][C:16]=1[CH3:17])[C:7]([O:9][CH3:10])=[O:8])([CH3:2])([CH3:3])[CH3:4]. The yield is 0.610. (9) The reactants are [CH2:1]([NH:8][C:9]1[S:10][C:11]([CH2:14][NH:15][C:16]2[CH:20]=[C:19]([C:21]3[CH:26]=[CH:25][C:24]([F:27])=[CH:23][CH:22]=3)[NH:18][N:17]=2)=[CH:12][N:13]=1)[C:2]1[CH:7]=[CH:6][CH:5]=[CH:4][CH:3]=1.CCOC(C)=O.[ClH:34]. No catalyst specified. The product is [ClH:34].[ClH:34].[CH2:1]([NH:8][C:9]1[S:10][C:11]([CH2:14][NH:15][C:16]2[CH:20]=[C:19]([C:21]3[CH:22]=[CH:23][C:24]([F:27])=[CH:25][CH:26]=3)[NH:18][N:17]=2)=[CH:12][N:13]=1)[C:2]1[CH:7]=[CH:6][CH:5]=[CH:4][CH:3]=1. The yield is 0.250. (10) The reactants are [CH2:1]([O:3][CH:4]([O:8][CH2:9][CH3:10])[C@@H:5]([NH2:7])[CH3:6])[CH3:2].[C:11]1([CH:21]=O)[C:20]2[C:15](=[CH:16][CH:17]=[CH:18][CH:19]=2)[CH:14]=[CH:13][CH:12]=1.C(O[BH-](OC(=O)C)OC(=O)C)(=O)C.[Na+]. The product is [CH2:1]([O:3][CH:4]([O:8][CH2:9][CH3:10])[C@@H:5]([NH:7][CH2:21][C:11]1[C:20]2[C:15](=[CH:16][CH:17]=[CH:18][CH:19]=2)[CH:14]=[CH:13][CH:12]=1)[CH3:6])[CH3:2]. The catalyst is O1CCCC1.C(OCC)(=O)C. The yield is 0.671.